Dataset: Reaction yield outcomes from USPTO patents with 853,638 reactions. Task: Predict the reaction yield, written as a fraction of the theoretical maximum amount of product (1.0 means a 100% yield; for example, 0.34 means a 34% yield). (1) The reactants are Br[C:2]1[CH:3]=[CH:4][C:5]2[O:11][CH2:10][CH2:9][N:8]3[CH:12]=[C:13]([C:15]4[N:19]([CH:20]([CH3:22])[CH3:21])[N:18]=[CH:17][N:16]=4)[N:14]=[C:7]3[C:6]=2[CH:23]=1.[F:24][C:25]1[C:30](B(O)O)=[CH:29][CH:28]=[CH:27][N:26]=1.C([O-])(=O)C.[K+].CN(C=O)C. The catalyst is C1C=CC([P]([Pd]([P](C2C=CC=CC=2)(C2C=CC=CC=2)C2C=CC=CC=2)([P](C2C=CC=CC=2)(C2C=CC=CC=2)C2C=CC=CC=2)[P](C2C=CC=CC=2)(C2C=CC=CC=2)C2C=CC=CC=2)(C2C=CC=CC=2)C2C=CC=CC=2)=CC=1.O. The product is [F:24][C:25]1[C:30]([C:2]2[CH:3]=[CH:4][C:5]3[O:11][CH2:10][CH2:9][N:8]4[CH:12]=[C:13]([C:15]5[N:19]([CH:20]([CH3:22])[CH3:21])[N:18]=[CH:17][N:16]=5)[N:14]=[C:7]4[C:6]=3[CH:23]=2)=[CH:29][CH:28]=[CH:27][N:26]=1. The yield is 0.800. (2) The reactants are C([O:3][C:4](=[O:36])[CH2:5][C:6]1[CH:11]=[CH:10][C:9]([C:12]2[CH:17]=[CH:16][C:15]([C:18]3[N:19]=[N:20][N:21]([CH3:35])[C:22]=3[NH:23][C:24]([O:26][C@@H:27]([C:29]3[CH:34]=[CH:33][CH:32]=[CH:31][CH:30]=3)[CH3:28])=[O:25])=[CH:14][CH:13]=2)=[CH:8][CH:7]=1)C.[OH-].[Li+]. The catalyst is C1COCC1. The product is [CH3:35][N:21]1[C:22]([NH:23][C:24]([O:26][C@@H:27]([C:29]2[CH:30]=[CH:31][CH:32]=[CH:33][CH:34]=2)[CH3:28])=[O:25])=[C:18]([C:15]2[CH:16]=[CH:17][C:12]([C:9]3[CH:8]=[CH:7][C:6]([CH2:5][C:4]([OH:36])=[O:3])=[CH:11][CH:10]=3)=[CH:13][CH:14]=2)[N:19]=[N:20]1. The yield is 0.902. (3) The reactants are [O:1]=[C:2]1[NH:8][C:7]2[N:9]=[CH:10][C:11](/[CH:13]=[CH:14]/[C:15]([O:17]CC3C=CC=CC=3)=[O:16])=[CH:12][C:6]=2[CH2:5][CH2:4][CH2:3]1.[OH-].[Na+].[ClH:27]. The catalyst is C1COCC1.CO.O. The product is [ClH:27].[O:1]=[C:2]1[NH:8][C:7]2[N:9]=[CH:10][C:11](/[CH:13]=[CH:14]/[C:15]([OH:17])=[O:16])=[CH:12][C:6]=2[CH2:5][CH2:4][CH2:3]1. The yield is 0.760. (4) The product is [CH:1]1([CH2:7][N:16]2[C:17]3[C@:18]4([CH3:28])[C:25]([CH3:27])([CH3:26])[C@@H:21]([CH2:20][CH2:19]4)[C:22]=3[C:23](=[O:24])[N:15]2[C:9]2[CH:10]=[CH:11][CH:12]=[CH:13][CH:14]=2)[CH2:6][CH2:5][CH2:4][CH2:3][CH2:2]1. The catalyst is [I-].C([N+](CCCC)(CCCC)CCCC)CCC.CN(C)C=O.ClCCl.CO. The yield is 0.0400. The reactants are [CH:1]1([CH2:7]Br)[CH2:6][CH2:5][CH2:4][CH2:3][CH2:2]1.[C:9]1([N:15]2[C:23](=[O:24])[C:22]3[C@@H:21]4[C:25]([CH3:27])([CH3:26])[C@@:18]([CH3:28])([CH2:19][CH2:20]4)[C:17]=3[NH:16]2)[CH:14]=[CH:13][CH:12]=[CH:11][CH:10]=1.C. (5) The reactants are [CH3:1][NH:2][C:3]([N:5]1[C:13]2[C:8](=[CH:9][C:10]([O:14][C:15]3[C:20]([I:21])=[CH:19][N:18]=[C:17]([NH2:22])[N:16]=3)=[CH:11][CH:12]=2)[CH:7]=[CH:6]1)=[O:4].C(N([CH2:28][CH3:29])CC)C.Cl[C:31]([O:33][C:34]1[CH:39]=[CH:38][CH:37]=[CH:36][CH:35]=1)=[O:32]. The catalyst is O1CCCC1. The product is [I:21][C:20]1[C:15]([O:14][C:10]2[CH:9]=[C:8]3[C:13](=[CH:12][CH:11]=2)[N:5]([C:3]([NH:2][CH3:1])=[O:4])[CH:6]=[CH:7]3)=[N:16][C:17]([N:22]([C:31]([O:33][C:29]2[CH:28]=[CH:36][CH:35]=[CH:34][CH:39]=2)=[O:32])[C:31](=[O:32])[O:33][C:34]2[CH:39]=[CH:38][CH:37]=[CH:36][CH:35]=2)=[N:18][CH:19]=1. The yield is 0.640. (6) The reactants are C1(S([N:10]2[C:14]3=[N:15][CH:16]=[CH:17][CH:18]=[C:13]3[CH:12]=[C:11]2C(C2C=NC(OC)=CC=2)=CC2CCCC2)(=O)=O)C=CC=CC=1.C(O)C.O1CCCC1.[OH-].[Na+]. The catalyst is C(OCC)(=O)C. The product is [NH:10]1[C:14]2=[N:15][CH:16]=[CH:17][CH:18]=[C:13]2[CH:12]=[CH:11]1. The yield is 0.940. (7) The reactants are Br[CH2:2][CH2:3][CH2:4][CH2:5][O:6][C:7]1[CH:12]=[CH:11][C:10]([OH:13])=[CH:9][CH:8]=1.[CH2:14]([NH:16][C:17]1[CH:22]=[CH:21][CH:20]=[CH:19][CH:18]=1)[CH3:15].C(N(C(C)C)CC)(C)C. The catalyst is C(#N)C. The product is [CH2:14]([N:16]([C:17]1[CH:22]=[CH:21][CH:20]=[CH:19][CH:18]=1)[CH2:2][CH2:3][CH2:4][CH2:5][O:6][C:7]1[CH:12]=[CH:11][C:10]([OH:13])=[CH:9][CH:8]=1)[CH3:15]. The yield is 0.120.